From a dataset of Reaction yield outcomes from USPTO patents with 853,638 reactions. Predict the reaction yield, written as a fraction of the theoretical maximum amount of product (1.0 means a 100% yield; for example, 0.34 means a 34% yield). (1) The reactants are CCN=C=NCCCN(C)C.Cl.C1C=CC2N(O)N=NC=2C=1.[CH3:23][C:24]1[CH:33]=[CH:32][C:31]2[C:26](=[CH:27][CH:28]=[CH:29][C:30]=2[N:34]2[CH2:39][CH2:38][N:37](CCC3C=C(C=CC=3)N)[CH2:36][CH2:35]2)[N:25]=1.[N:49]1([C:54]2[CH:55]=[C:56]([CH2:60][C:61]([OH:63])=O)[CH:57]=[CH:58][CH:59]=2)[CH:53]=[CH:52][CH:51]=[N:50]1. The catalyst is CN(C)C=O. The product is [CH3:23][C:24]1[CH:33]=[CH:32][C:31]2[C:26](=[CH:27][CH:28]=[CH:29][C:30]=2[N:34]2[CH2:39][CH2:38][N:37]([C:61](=[O:63])[CH2:60][C:56]3[CH:57]=[CH:58][CH:59]=[C:54]([N:49]4[CH:53]=[CH:52][CH:51]=[N:50]4)[CH:55]=3)[CH2:36][CH2:35]2)[N:25]=1. The yield is 0.740. (2) The reactants are [C:1]1([C:7]2[C:16]3[C:11](=[CH:12][CH:13]=[CH:14][CH:15]=3)[CH:10]=[CH:9][N:8]=2)[CH:6]=[CH:5][CH:4]=[CH:3][CH:2]=1.C/C(/O)=C/C(C)=O.C/C(/O)=C/C(C)=O.C/C(/O)=C/C(C)=O.[Ir:38].Cl. The catalyst is OCC(CO)O. The product is [C:1]1([C:7]2[C:16]3[C:11](=[CH:12][CH:13]=[CH:14][CH:15]=3)[CH:10]=[CH:9][N:8]=2)[CH:2]=[CH:3][CH:4]=[CH:5][CH:6]=1.[C:1]1([C:7]2[C:16]3[C:11](=[CH:12][CH:13]=[CH:14][CH:15]=3)[CH:10]=[CH:9][N:8]=2)[CH:2]=[CH:3][CH:4]=[CH:5][CH:6]=1.[C:1]1([C:7]2[C:16]3[C:11](=[CH:12][CH:13]=[CH:14][CH:15]=3)[CH:10]=[CH:9][N:8]=2)[CH:2]=[CH:3][CH:4]=[CH:5][CH:6]=1.[Ir+3:38]. The yield is 0.268. (3) The reactants are [Cl:1][C:2]1[CH:3]=[N:4][N:5]([CH3:17])[C:6]=1[C:7]1[CH:8]=[C:9]([C:14]([OH:16])=O)[S:10][C:11]=1[O:12][CH3:13].[NH2:18][C@@H:19]([CH2:32][C:33]1[CH:38]=[CH:37][CH:36]=[CH:35][C:34]=1[C:39]([F:42])([F:41])[F:40])[CH2:20][N:21]1[C:29](=[O:30])[C:28]2[C:23](=[CH:24][CH:25]=[CH:26][CH:27]=2)[C:22]1=[O:31].C1CN([P+](Br)(N2CCCC2)N2CCCC2)CC1.F[P-](F)(F)(F)(F)F.CCN(C(C)C)C(C)C. The catalyst is C(Cl)(Cl)Cl. The product is [Cl:1][C:2]1[CH:3]=[N:4][N:5]([CH3:17])[C:6]=1[C:7]1[CH:8]=[C:9]([C:14]([NH:18][C@@H:19]([CH2:32][C:33]2[CH:38]=[CH:37][CH:36]=[CH:35][C:34]=2[C:39]([F:42])([F:40])[F:41])[CH2:20][N:21]2[C:29](=[O:30])[C:28]3[C:23](=[CH:24][CH:25]=[CH:26][CH:27]=3)[C:22]2=[O:31])=[O:16])[S:10][C:11]=1[O:12][CH3:13]. The yield is 0.450. (4) The reactants are [F:1][C:2]1[CH:3]=[C:4]2[C:9](=[CH:10][C:11]=1[O:12][CH3:13])[CH2:8][CH:7]([C:14]([O:16]C)=[O:15])[CH2:6][CH2:5]2.[OH-].[Na+]. The catalyst is CO. The product is [F:1][C:2]1[CH:3]=[C:4]2[C:9](=[CH:10][C:11]=1[O:12][CH3:13])[CH2:8][CH:7]([C:14]([OH:16])=[O:15])[CH2:6][CH2:5]2. The yield is 0.910. (5) The reactants are [CH3:1][N:2]1[C:7](=[O:8])[C:6]([NH:9][C:10]2[CH:18]=[C:13]3[CH2:14][O:15][CH2:16][CH2:17][N:12]3[N:11]=2)=[CH:5][C:4]([C:19]2[C:24]([CH:25]=[O:26])=[C:23]([N:27]3[CH2:38][CH2:37][N:36]4[C:29](=[CH:30][C:31]5[CH2:32][C:33]([CH3:40])([CH3:39])[CH2:34][C:35]=54)[C:28]3=[O:41])[N:22]=[CH:21][CH:20]=2)=[CH:3]1.[BH4-].[Na+]. The catalyst is CO. The product is [N:11]1[N:12]2[C:13]([CH2:14][O:15][CH2:16][CH2:17]2)=[CH:18][C:10]=1[NH:9][C:6]1[C:7](=[O:8])[N:2]([CH3:1])[CH:3]=[C:4]([C:19]2[CH:20]=[CH:21][N:22]=[C:23]([N:27]3[CH2:38][CH2:37][N:36]4[C:35]5[CH2:34][C:33]([CH3:40])([CH3:39])[CH2:32][C:31]=5[CH:30]=[C:29]4[C:28]3=[O:41])[C:24]=2[CH2:25][OH:26])[CH:5]=1. The yield is 0.210.